This data is from Tyrosyl-DNA phosphodiesterase HTS with 341,365 compounds. The task is: Binary Classification. Given a drug SMILES string, predict its activity (active/inactive) in a high-throughput screening assay against a specified biological target. The drug is S(c1n(c(nn1)COc1ccccc1)CC=C)CC(=O)Nc1ccc(S(=O)(=O)N)cc1. The result is 0 (inactive).